The task is: Predict the reaction yield, written as a fraction of the theoretical maximum amount of product (1.0 means a 100% yield; for example, 0.34 means a 34% yield).. This data is from Reaction yield outcomes from USPTO patents with 853,638 reactions. The reactants are C(O[CH:4]=[CH:5][C:6](=O)[C:7]([F:10])([F:9])[F:8])C.[CH3:12][S:13][CH2:14][CH:15]=[CH:16][N:17]1CCCC1.C([O-])(=O)C.[NH4+]. The catalyst is C(#N)C. The product is [CH3:12][S:13][CH2:14][C:15]1[CH:4]=[CH:5][C:6]([C:7]([F:8])([F:9])[F:10])=[N:17][CH:16]=1. The yield is 0.850.